This data is from Catalyst prediction with 721,799 reactions and 888 catalyst types from USPTO. The task is: Predict which catalyst facilitates the given reaction. (1) Reactant: [CH:1]([O:4][C:5]([N:7]1[CH2:12][CH2:11][CH:10]([O:13][C:14]2[C:19]([O:20][CH3:21])=[C:18]([NH:22][C:23]3[C:24]([CH3:32])=[N:25][C:26]([CH2:29][CH2:30]O)=[CH:27][CH:28]=3)[N:17]=[CH:16][N:15]=2)[CH2:9][CH2:8]1)=[O:6])([CH3:3])[CH3:2].C1(P(C2C=CC=CC=2)C2C=CC=CC=2)C=CC=CC=1.BrC(Br)(Br)Br.[OH-].[Na+].S(O)(O)(=O)=O.[CH3:64][S:65]C(=N)N. Product: [CH:1]([O:4][C:5]([N:7]1[CH2:12][CH2:11][CH:10]([O:13][C:14]2[C:19]([O:20][CH3:21])=[C:18]([NH:22][C:23]3[C:24]([CH3:32])=[N:25][C:26]([CH2:29][CH2:30][S:65][CH3:64])=[CH:27][CH:28]=3)[N:17]=[CH:16][N:15]=2)[CH2:9][CH2:8]1)=[O:6])([CH3:3])[CH3:2]. The catalyst class is: 61. (2) Reactant: [CH2:1]([OH:6])[CH2:2][CH2:3][CH2:4][OH:5].C(N(C(C)C)CC)(C)C.[CH3:16][C:17]([Si:20](Cl)([C:27]1[CH:32]=[CH:31][CH:30]=[CH:29][CH:28]=1)[C:21]1[CH:26]=[CH:25][CH:24]=[CH:23][CH:22]=1)([CH3:19])[CH3:18]. Product: [Si:20]([O:5][CH2:4][CH2:3][CH2:2][CH2:1][OH:6])([C:17]([CH3:19])([CH3:18])[CH3:16])([C:27]1[CH:28]=[CH:29][CH:30]=[CH:31][CH:32]=1)[C:21]1[CH:26]=[CH:25][CH:24]=[CH:23][CH:22]=1. The catalyst class is: 2. (3) Reactant: [C:1]([O:5][C:6](=[O:17])[CH2:7]/[N:8]=[CH:9]/[CH2:10][C:11]([CH3:16])([CH3:15])[CH:12]([CH3:14])[CH3:13])([CH3:4])([CH3:3])[CH3:2].[Cl:18][C:19]1[C:20]([F:37])=[C:21](/[CH:25]=[C:26](/[C:29]2[CH:34]=[CH:33][C:32]([Cl:35])=[CH:31][C:30]=2[F:36])\[C:27]#[N:28])[CH:22]=[CH:23][CH:24]=1.C(N(CC)CC)C. Product: [C:1]([O:5][C:6]([CH:7]1[CH:25]([C:21]2[CH:22]=[CH:23][CH:24]=[C:19]([Cl:18])[C:20]=2[F:37])[C:26]([C:29]2[CH:34]=[CH:33][C:32]([Cl:35])=[CH:31][C:30]=2[F:36])([C:27]#[N:28])[CH:9]([CH2:10][C:11]([CH3:15])([CH3:16])[CH:12]([CH3:13])[CH3:14])[NH:8]1)=[O:17])([CH3:4])([CH3:3])[CH3:2]. The catalyst class is: 4. (4) Reactant: [NH2:1][C@@H:2]1[CH2:7][CH2:6][CH2:5][N:4]([C:8]([O:10][C:11]([CH3:14])([CH3:13])[CH3:12])=[O:9])[CH2:3]1.CCN(C(C)C)C(C)C.[C:24]([C:28]1[CH:36]=[CH:35][C:31]([C:32](Cl)=[O:33])=[CH:30][CH:29]=1)([CH3:27])([CH3:26])[CH3:25]. Product: [C:24]([C:28]1[CH:29]=[CH:30][C:31]([C:32]([NH:1][C@@H:2]2[CH2:7][CH2:6][CH2:5][N:4]([C:8]([O:10][C:11]([CH3:14])([CH3:13])[CH3:12])=[O:9])[CH2:3]2)=[O:33])=[CH:35][CH:36]=1)([CH3:27])([CH3:25])[CH3:26]. The catalyst class is: 2. (5) Reactant: C([O:3][C:4]([C:6]1[C:15](=[O:16])[N:14]2[C:9]([C:10]([CH3:32])=[C:11]([N:18]3[CH2:22][CH2:21][CH:20]([CH2:23][NH:24][C:25]([O:27][C:28]([CH3:31])([CH3:30])[CH3:29])=[O:26])[CH2:19]3)[C:12]([F:17])=[CH:13]2)=[C:8]([CH:33]2[CH2:35][CH2:34]2)[CH:7]=1)=[O:5])C.O[Li].O. Product: [C:28]([O:27][C:25]([NH:24][CH2:23][CH:20]1[CH2:21][CH2:22][N:18]([C:11]2[C:12]([F:17])=[CH:13][N:14]3[C:9]([C:10]=2[CH3:32])=[C:8]([CH:33]2[CH2:35][CH2:34]2)[CH:7]=[C:6]([C:4]([OH:5])=[O:3])[C:15]3=[O:16])[CH2:19]1)=[O:26])([CH3:29])([CH3:30])[CH3:31]. The catalyst class is: 40. (6) Reactant: [H-].[Na+].[C:3](#[N:7])[CH2:4][C:5]#[N:6].[Cl:8][C:9]1[CH:14]=[CH:13][C:12](I)=[CH:11][CH:10]=1. Product: [Cl:8][C:9]1[CH:14]=[CH:13][C:12]([CH:4]([C:3]#[N:7])[C:5]#[N:6])=[CH:11][CH:10]=1. The catalyst class is: 628. (7) Reactant: [F:1][C:2]1[CH:7]=[CH:6][C:5]([F:8])=[CH:4][C:3]=1[C:9]1[S:13][C:12]([CH2:21][CH2:22][CH2:23][NH:24]C(=O)OC(C)(C)C)([C:14]2[CH:19]=[CH:18][CH:17]=[C:16]([OH:20])[CH:15]=2)[N:11]([C:32]2[S:33][C:34]([CH3:37])=[N:35][N:36]=2)[N:10]=1.Cl.CCOCC. Product: [NH2:24][CH2:23][CH2:22][CH2:21][C:12]1([C:14]2[CH:15]=[C:16]([OH:20])[CH:17]=[CH:18][CH:19]=2)[N:11]([C:32]2[S:33][C:34]([CH3:37])=[N:35][N:36]=2)[N:10]=[C:9]([C:3]2[CH:4]=[C:5]([F:8])[CH:6]=[CH:7][C:2]=2[F:1])[S:13]1. The catalyst class is: 876.